From a dataset of Forward reaction prediction with 1.9M reactions from USPTO patents (1976-2016). Predict the product of the given reaction. (1) Given the reactants Br[C:2]1[CH:18]=[CH:17][C:5]2[O:6][CH2:7][CH2:8][C:9]3[S:13][C:12]([C:14]([NH2:16])=[O:15])=[N:11][C:10]=3[C:4]=2[CH:3]=1.[C:19]([C:21]1([OH:29])[CH2:26][CH2:25][CH2:24][N:23]([CH3:27])[C:22]1=[O:28])#[CH:20], predict the reaction product. The product is: [OH:29][C:21]1([C:19]#[C:20][C:2]2[CH:18]=[CH:17][C:5]3[O:6][CH2:7][CH2:8][C:9]4[S:13][C:12]([C:14]([NH2:16])=[O:15])=[N:11][C:10]=4[C:4]=3[CH:3]=2)[CH2:26][CH2:25][CH2:24][N:23]([CH3:27])[C:22]1=[O:28]. (2) Given the reactants Cl[C:2]1[CH:7]=[CH:6][N:5]=[CH:4][C:3]=1[C:8]([OH:10])=[O:9].[OH2:11], predict the reaction product. The product is: [OH:11][C:2]1[CH:7]=[CH:6][N:5]=[CH:4][C:3]=1[C:8]([OH:10])=[O:9]. (3) Given the reactants C([Sn](CCCC)CCCC)CCC.[Cl:14][C:15]1[CH:20]=[CH:19][N:18]=[C:17]2[CH:21]=[C:22]([C:24]3S[CH:26]=[CH:27][N:28]=3)[S:23][C:16]=12.Br[C:30]1[N:31](C)C=CN=1, predict the reaction product. The product is: [Cl:14][C:15]1[CH:20]=[CH:19][N:18]=[C:17]2[CH:21]=[C:22]([C:24]3[N:31]([CH3:30])[CH:26]=[CH:27][N:28]=3)[S:23][C:16]=12. (4) Given the reactants [C:1]1([CH:7]([C:35]2[CH:40]=[CH:39][CH:38]=[CH:37][CH:36]=2)[CH2:8][NH:9][C:10]2[N:18]=[C:17]([C:19](OC)=[O:20])[N:16]=[C:15]3[C:11]=2[N:12]=[CH:13][N:14]3[C@H:23]2[C@H:27]([OH:28])[C@H:26]([OH:29])[C@@H:25]([C:30]([NH:32][CH2:33][CH3:34])=[O:31])[O:24]2)[CH:6]=[CH:5][CH:4]=[CH:3][CH:2]=1.[CH2:41]([N:48]1[CH2:53][CH2:52][CH:51]([NH2:54])[CH2:50][CH2:49]1)[C:42]1[CH:47]=[CH:46][CH:45]=[CH:44][CH:43]=1, predict the reaction product. The product is: [CH2:41]([N:48]1[CH2:53][CH2:52][CH:51]([NH:54][C:19]([C:17]2[N:16]=[C:15]3[C:11]([N:12]=[CH:13][N:14]3[C@H:23]3[C@H:27]([OH:28])[C@H:26]([OH:29])[C@@H:25]([C:30]([NH:32][CH2:33][CH3:34])=[O:31])[O:24]3)=[C:10]([NH:9][CH2:8][CH:7]([C:1]3[CH:2]=[CH:3][CH:4]=[CH:5][CH:6]=3)[C:35]3[CH:40]=[CH:39][CH:38]=[CH:37][CH:36]=3)[N:18]=2)=[O:20])[CH2:50][CH2:49]1)[C:42]1[CH:43]=[CH:44][CH:45]=[CH:46][CH:47]=1. (5) Given the reactants Br[C:2]1[C:3]([N:9]2[CH2:14][CH2:13][O:12][CH2:11][CH:10]2[C:15]([NH:17][CH:18]2[C:26]3[C:21](=[CH:22][CH:23]=[C:24]([O:27][CH3:28])[CH:25]=3)[CH2:20][CH2:19]2)=[O:16])=[N:4][C:5]([Cl:8])=[N:6][CH:7]=1.CC1(C)C2C(=C(P(C3C=CC=CC=3)C3C=CC=CC=3)C=CC=2)OC2C(P(C3C=CC=CC=3)C3C=CC=CC=3)=CC=CC1=2.P([O-])([O-])([O-])=O.[K+].[K+].[K+], predict the reaction product. The product is: [Cl:8][C:5]1[N:6]=[CH:7][C:2]2[N:17]([CH:18]3[C:26]4[C:21](=[CH:22][CH:23]=[C:24]([O:27][CH3:28])[CH:25]=4)[CH2:20][CH2:19]3)[C:15](=[O:16])[CH:10]3[CH2:11][O:12][CH2:13][CH2:14][N:9]3[C:3]=2[N:4]=1. (6) Given the reactants [Cl:1][CH2:2][C:3]1[C:12]2[C:7](=[CH:8][CH:9]=[CH:10][CH:11]=2)[CH:6]=[CH:5][C:4]=1[O:13][CH:14]([CH3:16])C.C(O[C:18]1[CH:23]=[CH:22][C:22]2[C:20](=[CH:20][CH:19]=[CH:18][CH:23]=2)[C:19]=1C=O)[C:18]1[CH:23]=[CH:22]C=[CH:20][CH:19]=1, predict the reaction product. The product is: [CH2:14]([O:13][C:4]1[CH:5]=[CH:6][C:7]2[C:12](=[CH:11][CH:10]=[CH:9][CH:8]=2)[C:3]=1[CH2:2][Cl:1])[C:16]1[CH:22]=[CH:23][CH:18]=[CH:19][CH:20]=1. (7) Given the reactants [Cl:1][C:2]1[CH:22]=[CH:21][C:5]([C:6]2[CH:7]=[CH:8][C:9]([CH2:19][CH3:20])=[C:10]([CH:12]3[C:16](=[O:17])[CH:15]=[CH:14][C:13]3=[O:18])[CH:11]=2)=[CH:4][CH:3]=1.[I-].[Mg+2].[I-], predict the reaction product. The product is: [Cl:1][C:2]1[CH:3]=[CH:4][C:5]([C:6]2[CH:7]=[CH:8][C:9]([CH2:19][CH3:20])=[C:10]([CH:12]3[C:16](=[O:17])[CH:15]4[CH:14]([CH:22]5[CH2:21][CH2:5][CH:4]4[CH:3]=[CH:2]5)[C:13]3=[O:18])[CH:11]=2)=[CH:21][CH:22]=1.